This data is from Forward reaction prediction with 1.9M reactions from USPTO patents (1976-2016). The task is: Predict the product of the given reaction. (1) Given the reactants [Br:1][C:2]1[N:7]=[C:6]([C@:8]2([CH3:20])[CH2:13][O:12][C@@:11]([CH3:18])([C:14]([F:17])([F:16])[F:15])[C:10]([NH2:19])=[N:9]2)[C:5]([F:21])=[CH:4][CH:3]=1.[C:22](Cl)([C:39]1[CH:44]=[CH:43][CH:42]=[CH:41][CH:40]=1)([C:31]1[CH:38]=[CH:37][C:34]([O:35][CH3:36])=[CH:33][CH:32]=1)[C:23]1[CH:30]=[CH:29][C:26]([O:27][CH3:28])=[CH:25][CH:24]=1.C(N(CC)CC)C, predict the reaction product. The product is: [CH3:36][O:35][C:34]1[CH:33]=[CH:32][C:31]([C:22]([NH:19][C:10]2[C@:11]([CH3:18])([C:14]([F:15])([F:17])[F:16])[O:12][CH2:13][C@:8]([C:6]3[C:5]([F:21])=[CH:4][CH:3]=[C:2]([Br:1])[N:7]=3)([CH3:20])[N:9]=2)([C:23]2[CH:24]=[CH:25][C:26]([O:27][CH3:28])=[CH:29][CH:30]=2)[C:39]2[CH:44]=[CH:43][CH:42]=[CH:41][CH:40]=2)=[CH:38][CH:37]=1. (2) Given the reactants [CH3:1][C:2]1([CH3:22])[CH2:7][C:6]([CH3:9])([CH3:8])[CH2:5][CH:4]([C:10]2[CH:15]=[CH:14][CH:13]=[CH:12][C:11]=2[N:16]2[CH2:21][CH2:20][NH:19][CH2:18][CH2:17]2)[CH2:3]1.[CH3:23][S:24][CH2:25][CH2:26]Cl.C(=O)([O-])[O-].[K+].[K+], predict the reaction product. The product is: [CH3:23][S:24][CH2:25][CH2:26][N:19]1[CH2:18][CH2:17][N:16]([C:11]2[CH:12]=[CH:13][CH:14]=[CH:15][C:10]=2[CH:4]2[CH2:3][C:2]([CH3:22])([CH3:1])[CH2:7][C:6]([CH3:8])([CH3:9])[CH2:5]2)[CH2:21][CH2:20]1. (3) Given the reactants Br[C:2]1[S:6][C:5]([NH:7][C:8]2[C:9]([O:14][C:15]3[CH:20]=[CH:19][CH:18]=[CH:17][C:16]=3[C:21]([CH3:24])([CH3:23])[CH3:22])=[N:10][CH:11]=[CH:12][CH:13]=2)=[N:4][C:3]=1[C:25]([F:28])([F:27])[F:26].[CH:29]([C:31]1[CH:32]=[C:33](B(O)O)[CH:34]=[CH:35][CH:36]=1)=[O:30], predict the reaction product. The product is: [C:21]([C:16]1[CH:17]=[CH:18][CH:19]=[CH:20][C:15]=1[O:14][C:9]1[C:8]([NH:7][C:5]2[S:6][C:2]([C:35]3[CH:36]=[C:31]([CH:32]=[CH:33][CH:34]=3)[CH:29]=[O:30])=[C:3]([C:25]([F:28])([F:27])[F:26])[N:4]=2)=[CH:13][CH:12]=[CH:11][N:10]=1)([CH3:24])([CH3:23])[CH3:22]. (4) Given the reactants [F:1][C:2]1[CH:3]=[C:4]([C:10]2[CH:24]=[C:23]([CH2:25][N:26]([CH3:38])[S:27]([C:30]3[CH:35]=[CH:34][C:33]([F:36])=[C:32]([Cl:37])[CH:31]=3)(=[O:29])=[O:28])[CH:22]=[CH:21][C:11]=2[O:12][CH2:13][C:14]([O:16]C(C)(C)C)=[O:15])[CH:5]=[C:6]([O:8][CH3:9])[CH:7]=1, predict the reaction product. The product is: [F:1][C:2]1[CH:3]=[C:4]([C:10]2[CH:24]=[C:23]([CH2:25][N:26]([CH3:38])[S:27]([C:30]3[CH:35]=[CH:34][C:33]([F:36])=[C:32]([Cl:37])[CH:31]=3)(=[O:29])=[O:28])[CH:22]=[CH:21][C:11]=2[O:12][CH2:13][C:14]([OH:16])=[O:15])[CH:5]=[C:6]([O:8][CH3:9])[CH:7]=1.